This data is from Volume of distribution at steady state (VDss) regression data from Lombardo et al.. The task is: Regression/Classification. Given a drug SMILES string, predict its absorption, distribution, metabolism, or excretion properties. Task type varies by dataset: regression for continuous measurements (e.g., permeability, clearance, half-life) or binary classification for categorical outcomes (e.g., BBB penetration, CYP inhibition). For this dataset (vdss_lombardo), we predict log10(VDss) (log10 of volume of distribution in L/kg). (1) The compound is CC(=O)CC(c1ccc([N+](=O)[O-])cc1)c1c([O-])c2ccccc2oc1=O. The log10(VDss) is -0.620. (2) The molecule is Cc1nc(=O)c2cc(CN(C)c3ccc(C(=O)NC(CCC(=O)[O-])C(=O)[O-])s3)ccc2[nH]1. The log10(VDss) is 0.820. (3) The compound is CCc1nc(N)nc(N)c1-c1ccc(Cl)cc1. The log10(VDss) is -0.370. (4) The compound is CCC1OC(=O)CC(O)C(C)C(OC2OC(C)CC([NH+](C)C)C2O)C(CC=O)CC(C)C(=O)/C=C\C2(C)OC2C1C. The log10(VDss) is 0.450. (5) The drug is Cc1cn(C2C=CC(CO)O2)c(=O)[nH]c1=O. The log10(VDss) is -0.170. (6) The drug is CC1c2cccc(O)c2C(=O)C2=C(O)C3(O)C(=O)C(C(N)=O)=C([O-])C([NH+](C)C)C3C(O)C21. The log10(VDss) is -0.160.